From a dataset of Forward reaction prediction with 1.9M reactions from USPTO patents (1976-2016). Predict the product of the given reaction. (1) Given the reactants [C:1]([O:5][C:6]([N:8]([CH3:22])[CH2:9][CH:10]([OH:21])[CH2:11][N:12]([C:14]([O:16][C:17]([CH3:20])([CH3:19])[CH3:18])=[O:15])[CH3:13])=[O:7])([CH3:4])([CH3:3])[CH3:2].[CH2:23](Br)[C:24]1[CH:29]=[CH:28][CH:27]=[CH:26][CH:25]=1.[H-].[Na+], predict the reaction product. The product is: [CH2:23]([O:21][CH:10]([CH2:9][N:8]([C:6]([O:5][C:1]([CH3:3])([CH3:2])[CH3:4])=[O:7])[CH3:22])[CH2:11][N:12]([C:14]([O:16][C:17]([CH3:20])([CH3:19])[CH3:18])=[O:15])[CH3:13])[C:24]1[CH:29]=[CH:28][CH:27]=[CH:26][CH:25]=1. (2) Given the reactants [CH:1]1([NH2:6])[CH2:5][CH2:4][CH2:3][CH2:2]1.[CH3:7][O:8][CH:9]([O:12][CH3:13])[CH:10]=O, predict the reaction product. The product is: [CH3:7][O:8][CH:9]([O:12][CH3:13])[CH2:10][NH:6][CH:1]1[CH2:5][CH2:4][CH2:3][CH2:2]1.